Dataset: Cav3 T-type calcium channel HTS with 100,875 compounds. Task: Binary Classification. Given a drug SMILES string, predict its activity (active/inactive) in a high-throughput screening assay against a specified biological target. (1) The molecule is Clc1cc(F)c(NC(=O)CSc2[nH]c3CCCCc3c(=O)n2)cc1. The result is 0 (inactive). (2) The drug is s1c2c(n(Cc3cc(F)ccc3)c(=O)n(Cc3ccc(cc3)C(=O)NCc3occc3)c2=O)cc1. The result is 0 (inactive). (3) The result is 0 (inactive). The compound is S(CC(=O)N1CCc2c1cccc2)c1n(c(nn1)COc1cc(ccc1)C)C. (4) The drug is S(c1n(c(nn1)c1c(occ1)C)CC=C)Cc1nc2c(nc1C)cccc2. The result is 0 (inactive). (5) The molecule is OC1=C(C(N(CCN(CC)CC)C1=O)c1cc(OC)c(OC)cc1)C(=O)C. The result is 0 (inactive). (6) The drug is Brc1ccc(C(=O)COC(=O)C2CCN(S(=O)(=O)CC)CC2)cc1. The result is 0 (inactive).